Dataset: Forward reaction prediction with 1.9M reactions from USPTO patents (1976-2016). Task: Predict the product of the given reaction. (1) Given the reactants [N:1]1([S:7]([C:10]2[CH:15]=[CH:14][C:13](B(O)O)=[CH:12][CH:11]=2)(=[O:9])=[O:8])[CH2:6][CH2:5][O:4][CH2:3][CH2:2]1.Br[C:20]1[CH:25]=[CH:24][C:23]([O:26][CH2:27][CH:28]2[CH2:33][CH2:32][N:31]([C:34]([O:36][CH:37]([CH3:39])[CH3:38])=[O:35])[CH2:30][CH2:29]2)=[CH:22][CH:21]=1.C([O-])([O-])=O.[Na+].[Na+], predict the reaction product. The product is: [N:1]1([S:7]([C:10]2[CH:15]=[CH:14][C:13]([C:20]3[CH:21]=[CH:22][C:23]([O:26][CH2:27][CH:28]4[CH2:29][CH2:30][N:31]([C:34]([O:36][CH:37]([CH3:39])[CH3:38])=[O:35])[CH2:32][CH2:33]4)=[CH:24][CH:25]=3)=[CH:12][CH:11]=2)(=[O:9])=[O:8])[CH2:6][CH2:5][O:4][CH2:3][CH2:2]1. (2) The product is: [C:1](=[N:14][C:15]1[C:20]([F:21])=[C:19]([CH2:22][OH:23])[CH:18]=[CH:17][N:16]=1)([C:2]1[CH:7]=[CH:6][CH:5]=[CH:4][CH:3]=1)[C:8]1[CH:9]=[CH:10][CH:11]=[CH:12][CH:13]=1. Given the reactants [C:1](=[N:14][C:15]1[C:20]([F:21])=[C:19]([CH2:22][O:23][Si](C(C)(C)C)(C)C)[CH:18]=[CH:17][N:16]=1)([C:8]1[CH:13]=[CH:12][CH:11]=[CH:10][CH:9]=1)[C:2]1[CH:7]=[CH:6][CH:5]=[CH:4][CH:3]=1.[F-].C([N+](CCCC)(CCCC)CCCC)CCC, predict the reaction product. (3) The product is: [Si:35]([O:34][CH2:33][C@@H:2]([NH:1][S:61]([C:58]1[CH:57]=[CH:56][C:55]([N+:52]([O-:54])=[O:53])=[CH:60][CH:59]=1)(=[O:62])=[O:63])[CH2:3][CH2:4][C:5]1[CH:10]=[CH:9][CH:8]=[CH:7][C:6]=1[NH:11][C:12](=[O:32])[C@H:13]([CH:19]([C:26]1[CH:27]=[CH:28][CH:29]=[CH:30][CH:31]=1)[C:20]1[CH:25]=[CH:24][CH:23]=[CH:22][CH:21]=1)[NH:14][C:15]([O:17][CH3:18])=[O:16])([C:48]([CH3:51])([CH3:50])[CH3:49])([C:36]1[CH:41]=[CH:40][CH:39]=[CH:38][CH:37]=1)[C:42]1[CH:47]=[CH:46][CH:45]=[CH:44][CH:43]=1. Given the reactants [NH2:1][C@H:2]([CH2:33][O:34][Si:35]([C:48]([CH3:51])([CH3:50])[CH3:49])([C:42]1[CH:47]=[CH:46][CH:45]=[CH:44][CH:43]=1)[C:36]1[CH:41]=[CH:40][CH:39]=[CH:38][CH:37]=1)[CH2:3][CH2:4][C:5]1[CH:10]=[CH:9][CH:8]=[CH:7][C:6]=1[NH:11][C:12](=[O:32])[C@H:13]([CH:19]([C:26]1[CH:31]=[CH:30][CH:29]=[CH:28][CH:27]=1)[C:20]1[CH:25]=[CH:24][CH:23]=[CH:22][CH:21]=1)[NH:14][C:15]([O:17][CH3:18])=[O:16].[N+:52]([C:55]1[CH:60]=[CH:59][C:58]([S:61](Cl)(=[O:63])=[O:62])=[CH:57][CH:56]=1)([O-:54])=[O:53].S(Cl)(Cl)(=O)=O, predict the reaction product. (4) Given the reactants [NH2:1][CH2:2][C@H:3]([OH:16])[CH2:4][O:5][C:6]1[C:14]2[NH:13][C:12](=[O:15])[NH:11][C:10]=2[CH:9]=[CH:8][CH:7]=1.[CH2:17]([NH:21][S:22]([C:25]1[CH:30]=[CH:29][C:28]([N:31]2[CH2:36][CH2:35][C:34](=O)[CH2:33][CH2:32]2)=[CH:27][CH:26]=1)(=[O:24])=[O:23])[CH2:18][CH2:19][CH3:20], predict the reaction product. The product is: [CH2:17]([NH:21][S:22]([C:25]1[CH:30]=[CH:29][C:28]([N:31]2[CH2:36][CH2:35][CH:34]([NH:1][CH2:2][C@H:3]([OH:16])[CH2:4][O:5][C:6]3[C:14]4[NH:13][C:12](=[O:15])[NH:11][C:10]=4[CH:9]=[CH:8][CH:7]=3)[CH2:33][CH2:32]2)=[CH:27][CH:26]=1)(=[O:23])=[O:24])[CH2:18][CH2:19][CH3:20]. (5) The product is: [Cl:1][C:2]1[CH:7]=[CH:6][CH:5]=[C:4]([CH3:8])[C:3]=1[NH:9][C:10]1[NH:11][C:12]2[C:18]3[CH2:19][C:20]([CH3:23])([CH3:22])[O:21][C:17]=3[C:16]([C:24]([NH:42][C:39]3([C:35]4[CH:36]=[CH:37][CH:38]=[C:33]([C:32]([F:31])([F:43])[F:44])[CH:34]=4)[CH2:41][CH2:40]3)=[O:26])=[CH:15][C:13]=2[N:14]=1. Given the reactants [Cl:1][C:2]1[CH:7]=[CH:6][CH:5]=[C:4]([CH3:8])[C:3]=1[NH:9][C:10]1[NH:11][C:12]2[C:18]3[CH2:19][C:20]([CH3:23])([CH3:22])[O:21][C:17]=3[C:16]([C:24]([OH:26])=O)=[CH:15][C:13]=2[N:14]=1.S(Cl)(Cl)=O.[F:31][C:32]([F:44])([F:43])[C:33]1[CH:34]=[C:35]([C:39]2([NH2:42])[CH2:41][CH2:40]2)[CH:36]=[CH:37][CH:38]=1.CCN(C(C)C)C(C)C, predict the reaction product.